From a dataset of Catalyst prediction with 721,799 reactions and 888 catalyst types from USPTO. Predict which catalyst facilitates the given reaction. (1) Reactant: [CH3:1][O:2][C:3](=[O:21])[C:4]1[CH:9]=[CH:8][CH:7]=[CH:6][C:5]=1[CH2:10][C:11]1[CH:16]=[C:15]([Cl:17])[CH:14]=[CH:13][C:12]=1[N+:18]([O-])=O. Product: [CH3:1][O:2][C:3](=[O:21])[C:4]1[CH:9]=[CH:8][CH:7]=[CH:6][C:5]=1[CH2:10][C:11]1[CH:16]=[C:15]([Cl:17])[CH:14]=[CH:13][C:12]=1[NH2:18]. The catalyst class is: 86. (2) Reactant: [Cl:1][C:2]1[N:7]=[C:6]2[NH:8][C:9](=[S:11])[NH:10][C:5]2=[CH:4][C:3]=1[Cl:12].[OH-].[K+].[CH3:15]I.Cl. Product: [Cl:1][C:2]1[N:7]=[C:6]2[NH:8][CH:9]([S:11][CH3:15])[NH:10][C:5]2=[CH:4][C:3]=1[Cl:12]. The catalyst class is: 8. (3) Reactant: N#N.[CH3:3][N:4]([CH2:6][C:7]([N:9]1[C:17]2[C:12](=[CH:13][C:14]([N:21]([CH3:23])[CH3:22])=[C:15]([N+:18]([O-])=O)[CH:16]=2)[CH2:11][CH2:10]1)=[O:8])[CH3:5]. Product: [CH3:5][N:4]([CH2:6][C:7]([N:9]1[C:17]2[C:12](=[CH:13][C:14]([N:21]([CH3:23])[CH3:22])=[C:15]([NH2:18])[CH:16]=2)[CH2:11][CH2:10]1)=[O:8])[CH3:3]. The catalyst class is: 29. (4) The catalyst class is: 2. Reactant: [N:1]1([C:7]([O:9][C:10]([CH3:13])([CH3:12])[CH3:11])=[O:8])[CH2:6][CH2:5][NH:4][CH2:3][CH2:2]1.CCN(CC)CC.[Cl:21][CH2:22][C:23](Cl)=[O:24]. Product: [Cl:21][CH2:22][C:23]([N:4]1[CH2:5][CH2:6][N:1]([C:7]([O:9][C:10]([CH3:13])([CH3:12])[CH3:11])=[O:8])[CH2:2][CH2:3]1)=[O:24]. (5) Reactant: [Cl:1][C:2]1[N:6]2[CH:7]=[C:8]([C:15]3[CH:19]=[CH:18][N:17]([C:20]([O:22][C:23]([CH3:26])([CH3:25])[CH3:24])=[O:21])[CH:16]=3)[CH:9]=[C:10]([C:11]([F:14])([F:13])[F:12])[C:5]2=[N:4][C:3]=1[C:27]([O:29]C)=[O:28].[OH-].[Na+].Cl. Product: [Cl:1][C:2]1[N:6]2[CH:7]=[C:8]([C:15]3[CH:19]=[CH:18][N:17]([C:20]([O:22][C:23]([CH3:24])([CH3:25])[CH3:26])=[O:21])[CH:16]=3)[CH:9]=[C:10]([C:11]([F:13])([F:14])[F:12])[C:5]2=[N:4][C:3]=1[C:27]([OH:29])=[O:28]. The catalyst class is: 20. (6) Reactant: C([O:3][C:4](=[O:31])[C@:5]([F:30])([CH3:29])[C:6]([NH:8][C@@H:9]1[C:15](=[O:16])[N:14]([CH2:17][CH:18]2[CH2:20][CH2:19]2)[C:13]2[CH:21]=[CH:22][CH:23]=[CH:24][C:12]=2[C:11]2[CH:25]=[CH:26][CH:27]=[CH:28][C:10]1=2)=[O:7])C.O.[OH-].[Li+]. Product: [CH:18]1([CH2:17][N:14]2[C:15](=[O:16])[C@@H:9]([NH:8][C:6](=[O:7])[C@@:5]([F:30])([CH3:29])[C:4]([OH:31])=[O:3])[C:10]3[CH:28]=[CH:27][CH:26]=[CH:25][C:11]=3[C:12]3[CH:24]=[CH:23][CH:22]=[CH:21][C:13]2=3)[CH2:20][CH2:19]1. The catalyst class is: 30.